Task: Predict which catalyst facilitates the given reaction.. Dataset: Catalyst prediction with 721,799 reactions and 888 catalyst types from USPTO (1) Reactant: [OH:1][C:2]1[CH:3]=[C:4]([C:8](=[O:41])[CH2:9][N:10]2[C:19](=[O:20])[C:18]3[N:17]([CH2:21][CH:22]=[C:23]([CH3:25])[CH3:24])[C:16]([N:26]4[CH2:31][CH2:30][CH2:29][CH:28]([NH:32][C:33]([O:35][C:36]([CH3:39])([CH3:38])[CH3:37])=[O:34])[CH2:27]4)=[N:15][C:14]=3[N:13]([CH3:40])[C:11]2=[O:12])[CH:5]=[CH:6][CH:7]=1.[CH2:42](Br)[CH:43]=[CH2:44].C(=O)([O-])[O-].[K+].[K+]. Product: [CH2:44]([O:1][C:2]1[CH:3]=[C:4]([C:8](=[O:41])[CH2:9][N:10]2[C:19](=[O:20])[C:18]3[N:17]([CH2:21][CH:22]=[C:23]([CH3:25])[CH3:24])[C:16]([N:26]4[CH2:31][CH2:30][CH2:29][CH:28]([NH:32][C:33]([O:35][C:36]([CH3:39])([CH3:38])[CH3:37])=[O:34])[CH2:27]4)=[N:15][C:14]=3[N:13]([CH3:40])[C:11]2=[O:12])[CH:5]=[CH:6][CH:7]=1)[CH:43]=[CH2:42]. The catalyst class is: 9. (2) Reactant: [CH2:1]1[C:7]2[CH:8]=[CH:9][C:10]([O:12][C:13]3[CH:21]=[CH:20][C:16]([C:17]([NH2:19])=[O:18])=[CH:15][N:14]=3)=[CH:11][C:6]=2[CH2:5][CH2:4][CH2:3][NH:2]1.C([O-])([O-])=O.[K+].[K+].Br[CH2:29][CH2:30][CH2:31][C:32]([F:35])([F:34])[F:33].C(OCC)(=O)C. Product: [F:33][C:32]([F:35])([F:34])[CH2:31][CH2:30][CH2:29][N:2]1[CH2:3][CH2:4][CH2:5][C:6]2[CH:11]=[C:10]([O:12][C:13]3[CH:21]=[CH:20][C:16]([C:17]([NH2:19])=[O:18])=[CH:15][N:14]=3)[CH:9]=[CH:8][C:7]=2[CH2:1]1. The catalyst class is: 3.